From a dataset of Full USPTO retrosynthesis dataset with 1.9M reactions from patents (1976-2016). Predict the reactants needed to synthesize the given product. (1) Given the product [Cl:31][C:30]1[C:2]([CH3:34])=[C:3]([CH2:4][N:5]2[C:9]3[CH:10]=[C:11]([N:18]4[CH2:23][CH2:22][O:21][CH2:20][CH2:19]4)[CH:12]=[C:13]([C:14]([OH:16])=[O:15])[C:8]=3[N:7]=[C:6]2[CH:24]([F:26])[F:25])[CH:27]=[CH:28][CH:29]=1, predict the reactants needed to synthesize it. The reactants are: Cl[C:2]1[C:30]([Cl:31])=[CH:29][CH:28]=[CH:27][C:3]=1[CH2:4][N:5]1[C:9]2[CH:10]=[C:11]([N:18]3[CH2:23][CH2:22][O:21][CH2:20][CH2:19]3)[CH:12]=[C:13]([C:14]([O:16]C)=[O:15])[C:8]=2[N:7]=[C:6]1[CH:24]([F:26])[F:25].[Li+].[OH-].[CH2:34]1COCC1. (2) Given the product [CH2:14]([NH:21][C:22]1[CH:27]=[C:26]([F:28])[CH:25]=[CH:24][C:23]=1[NH:29][C:10]([C:4]1[CH:5]=[C:6]([CH3:9])[C:7](=[CH2:30])[N:2]([CH3:1])[CH:3]=1)=[O:12])[C:15]1[CH:16]=[CH:17][CH:18]=[CH:19][CH:20]=1, predict the reactants needed to synthesize it. The reactants are: [CH3:1][N:2]1[C:7](=O)[C:6]([CH3:9])=[CH:5][C:4]([C:10]([OH:12])=O)=[CH:3]1.Cl.[CH2:14]([NH:21][C:22]1[C:23]([NH2:29])=[CH:24][CH:25]=[C:26]([F:28])[CH:27]=1)[C:15]1[CH:20]=[CH:19][CH:18]=[CH:17][CH:16]=1.[CH2:30](N(CC)CC)C. (3) The reactants are: [C:1]1([Li])[CH:6]=[CH:5][CH:4]=[CH:3][CH:2]=1.[CH3:8][C:9]1([CH3:24])[C@@H:12]([CH2:13][CH2:14][N:15]2[CH2:20][CH2:19][O:18][CH2:17][CH2:16]2)[CH2:11][C@H:10]1[C:21](=[O:23])[CH3:22]. Given the product [CH3:24][C:9]1([CH3:8])[C@@H:12]([CH2:13][CH2:14][N:15]2[CH2:20][CH2:19][O:18][CH2:17][CH2:16]2)[CH2:11][C@H:10]1[C@@:21]([C:1]1[CH:6]=[CH:5][CH:4]=[CH:3][CH:2]=1)([OH:23])[CH3:22], predict the reactants needed to synthesize it. (4) Given the product [CH:26]1([N:23]2[CH2:22][CH2:21][N:20]([C:18](=[O:19])[CH2:17][N:13]3[CH2:14][CH2:15][C:16]4=[N:8][N:32]([CH:31]5[CH2:15][CH2:16][CH2:11][CH2:10]5)[CH:10]=[C:11]4[CH2:12]3)[CH2:25][CH2:24]2)[CH2:29][CH2:28][CH2:27]1, predict the reactants needed to synthesize it. The reactants are: ClC1N=NC([N:8]2[C:16]3[CH2:15][CH2:14][N:13]([CH2:17][C:18]([N:20]4[CH2:25][CH2:24][N:23]([CH:26]5[CH2:29][CH2:28][CH2:27]5)[CH2:22][CH2:21]4)=[O:19])[CH2:12][C:11]=3[CH:10]=N2)=CC=1.[BH3-][C:31]#[N:32].[Na+].[OH-].[Na+].C(Cl)Cl.